This data is from Full USPTO retrosynthesis dataset with 1.9M reactions from patents (1976-2016). The task is: Predict the reactants needed to synthesize the given product. (1) Given the product [NH2:25][C:10]1[N:9]=[CH:8][N:7]=[C:6]2[C:11]=1[N:12]=[C:13]([S:14][C:15]1[C:23]([Br:24])=[CH:22][C:18]3[O:19][CH2:20][O:21][C:17]=3[CH:16]=1)[N:5]2[CH2:4][CH2:3][CH:2]([NH:1][C:46](=[O:47])[CH3:45])[CH:26]1[CH2:28][CH2:27]1, predict the reactants needed to synthesize it. The reactants are: [NH2:1][CH:2]([CH:26]1[CH2:28][CH2:27]1)[CH2:3][CH2:4][N:5]1[C:13]([S:14][C:15]2[C:23]([Br:24])=[CH:22][C:18]3[O:19][CH2:20][O:21][C:17]=3[CH:16]=2)=[N:12][C:11]2[C:6]1=[N:7][CH:8]=[N:9][C:10]=2[NH2:25].NC(C1CC1)CCN1C2C(N=C(SC3C(Br)=C[C:46]4[O:47]CO[C:45]=4C=3)N=2)=C(N)N=C1.C(Cl)(=O)C.CCN(CC)CC. (2) Given the product [Cl:16][C:6]1[C:2]([CH3:1])=[N:3][NH:4][C:5]=1[C:7]([F:10])([F:9])[F:8], predict the reactants needed to synthesize it. The reactants are: [CH3:1][C:2]1[CH:6]=[C:5]([C:7]([F:10])([F:9])[F:8])[NH:4][N:3]=1.CN(C=O)C.[Cl:16]N1C(=O)CCC1=O. (3) Given the product [CH3:1][CH:2]1[CH2:6][C:5]2[CH:7]=[C:8]([O:38][C:39]([F:42])([F:40])[F:41])[CH:9]=[C:10]([C@H:11]3[CH2:15][O:14][C@:13]4([CH2:21][CH2:20][C@H:19]5[NH:22][C@@:16]4([C:32]4[CH:37]=[CH:36][CH:35]=[CH:34][CH:33]=4)[CH2:17][CH2:18]5)[CH2:12]3)[C:4]=2[O:3]1, predict the reactants needed to synthesize it. The reactants are: [CH3:1][CH:2]1[CH2:6][C:5]2[CH:7]=[C:8]([O:38][C:39]([F:42])([F:41])[F:40])[CH:9]=[C:10]([C@H:11]3[CH2:15][O:14][C@:13]4([CH2:21][CH2:20][C@H:19]5[NH:22][C@@:16]4([C:32]4[CH:37]=[CH:36][CH:35]=[CH:34][CH:33]=4)[CH2:17][CH:18]5S(C4C=CC=CC=4)(=O)=O)[CH2:12]3)[C:4]=2[O:3]1.P([O-])([O-])(O)=O.[Na+].[Na+].